The task is: Predict the product of the given reaction.. This data is from Forward reaction prediction with 1.9M reactions from USPTO patents (1976-2016). Given the reactants Cl[C:2]1[N:7]=[C:6]([C:8]([O:10]C)=[O:9])[CH:5]=[CH:4][C:3]=1[O:12][CH:13]([CH3:15])[CH3:14].[CH3:16][O-:17].[Na+].O, predict the reaction product. The product is: [CH:13]([O:12][C:3]1[CH:4]=[CH:5][C:6]([C:8]([OH:10])=[O:9])=[N:7][C:2]=1[O:17][CH3:16])([CH3:15])[CH3:14].